From a dataset of Reaction yield outcomes from USPTO patents with 853,638 reactions. Predict the reaction yield, written as a fraction of the theoretical maximum amount of product (1.0 means a 100% yield; for example, 0.34 means a 34% yield). (1) The reactants are [H-].[Al+3].[Li+].[H-].[H-].[H-].[F:7][C:8]1[CH:13]=[CH:12][C:11]([CH:14]([CH2:19][CH:20]=[CH2:21])[C:15]([NH:17][CH3:18])=O)=[CH:10][CH:9]=1.O.[OH-].[Na+]. The catalyst is CCOCC. The product is [F:7][C:8]1[CH:9]=[CH:10][C:11]([CH:14]([CH2:19][CH:20]=[CH2:21])[CH2:15][NH:17][CH3:18])=[CH:12][CH:13]=1. The yield is 0.860. (2) The reactants are Br[C:2]1[CH:3]=[C:4]2[C:10]([C:11]3[CH:12]=[N:13][N:14]([CH2:16][C:17]4[CH:22]=[C:21]([F:23])[CH:20]=[C:19]([F:24])[CH:18]=4)[CH:15]=3)=[CH:9][N:8]([S:25]([C:28]3[CH:34]=[CH:33][C:31]([CH3:32])=[CH:30][CH:29]=3)(=[O:27])=[O:26])[C:5]2=[N:6][CH:7]=1.CC1(C)C(C)(C)OB([C:43]2[CH:44]=[CH:45][C:46]([N:49]3[CH2:54][CH2:53][N:52]([C:55]([O:57][C:58]([CH3:61])([CH3:60])[CH3:59])=[O:56])[CH2:51][CH2:50]3)=[N:47][CH:48]=2)O1.C(=O)([O-])[O-].[Na+].[Na+]. The catalyst is C1(C)C=CC=CC=1.C(O)C.O.Cl[Pd](Cl)([P](C1C=CC=CC=1)(C1C=CC=CC=1)C1C=CC=CC=1)[P](C1C=CC=CC=1)(C1C=CC=CC=1)C1C=CC=CC=1. The product is [F:23][C:21]1[CH:22]=[C:17]([CH:18]=[C:19]([F:24])[CH:20]=1)[CH2:16][N:14]1[CH:15]=[C:11]([C:10]2[C:4]3[C:5](=[N:6][CH:7]=[C:2]([C:43]4[CH:44]=[CH:45][C:46]([N:49]5[CH2:54][CH2:53][N:52]([C:55]([O:57][C:58]([CH3:61])([CH3:60])[CH3:59])=[O:56])[CH2:51][CH2:50]5)=[N:47][CH:48]=4)[CH:3]=3)[N:8]([S:25]([C:28]3[CH:34]=[CH:33][C:31]([CH3:32])=[CH:30][CH:29]=3)(=[O:27])=[O:26])[CH:9]=2)[CH:12]=[N:13]1. The yield is 1.00. (3) The reactants are [F:1][C:2]([F:33])([F:32])[C:3]1[CH:27]=[C:26]([C:28]([F:31])([F:30])[F:29])[CH:25]=[CH:24][C:4]=1[CH2:5][O:6][C:7]1[CH:12]=[CH:11][C:10](/[CH:13]=[C:14]2/[C:15]([NH:20][CH3:21])=[N:16][C:17](=[O:19])[S:18]/2)=[CH:9][C:8]=1[O:22][CH3:23].[C:34](=O)([O-])[O-].[K+].[K+].CI.O. The catalyst is CN(C)C=O. The product is [F:33][C:2]([F:1])([F:32])[C:3]1[CH:27]=[C:26]([C:28]([F:30])([F:29])[F:31])[CH:25]=[CH:24][C:4]=1[CH2:5][O:6][C:7]1[CH:12]=[CH:11][C:10](/[CH:13]=[C:14]2/[C:15](=[N:20]\[CH3:21])/[N:16]([CH3:34])[C:17](=[O:19])[S:18]/2)=[CH:9][C:8]=1[O:22][CH3:23]. The yield is 0.120. (4) The reactants are [CH3:1]I.[CH2:3]([O:5][C:6](=[O:22])[C:7](=[C:13]([SH:21])[NH:14][C:15]1[CH:20]=[CH:19][CH:18]=[CH:17][CH:16]=1)[C:8]([O:10][CH2:11][CH3:12])=[O:9])[CH3:4].[Na]. The catalyst is CN(C=O)C. The product is [CH2:11]([O:10][C:8](=[O:9])[C:7](=[C:13]([S:21][CH3:1])[NH:14][C:15]1[CH:16]=[CH:17][CH:18]=[CH:19][CH:20]=1)[C:6]([O:5][CH2:3][CH3:4])=[O:22])[CH3:12]. The yield is 0.840. (5) The reactants are [CH2:1]([N:8]1[CH2:13][CH2:12][CH:11]([N:14]2[C:22]3[C:17](=[CH:18][CH:19]=[CH:20][CH:21]=3)[C:16]([CH2:24][C:25](OC)=[O:26])([CH3:23])[C:15]2=[O:29])[CH2:10][CH2:9]1)[C:2]1[CH:7]=[CH:6][CH:5]=[CH:4][CH:3]=1.[CH3:30][NH2:31]. The yield is 0.490. The product is [CH2:1]([N:8]1[CH2:9][CH2:10][CH:11]([N:14]2[C:22]3[C:17](=[CH:18][CH:19]=[CH:20][CH:21]=3)[C:16]([CH2:24][C:25]([NH:31][CH3:30])=[O:26])([CH3:23])[C:15]2=[O:29])[CH2:12][CH2:13]1)[C:2]1[CH:7]=[CH:6][CH:5]=[CH:4][CH:3]=1. No catalyst specified. (6) The reactants are Br[CH2:2][CH:3]([F:23])[CH2:4][CH2:5][N:6]1[CH:11]=[CH:10][C:9]([NH:12][C:13](=[O:21])[CH2:14][C:15]2[CH:20]=[CH:19][CH:18]=[CH:17][CH:16]=2)=[CH:8][C:7]1=[O:22].[N-:24]=[N+:25]=[N-:26].[Na+]. The catalyst is CN(C=O)C. The product is [N:24]([CH2:2][CH:3]([F:23])[CH2:4][CH2:5][N:6]1[CH:11]=[CH:10][C:9]([NH:12][C:13](=[O:21])[CH2:14][C:15]2[CH:20]=[CH:19][CH:18]=[CH:17][CH:16]=2)=[CH:8][C:7]1=[O:22])=[N+:25]=[N-:26]. The yield is 0.820. (7) The reactants are C[NH:2][CH2:3][CH:4]([OH:7])[CH2:5][OH:6].[CH2:8]=[C:9]1[O:13][C:11](=[O:12])[CH2:10]1. The catalyst is O1CCCC1. The product is [OH:7][CH:4]([CH2:5][OH:6])[CH2:3][NH:2][C:11](=[O:12])[CH2:10][C:9](=[O:13])[CH3:8]. The yield is 0.790. (8) The reactants are [Br:1][C:2]1[CH:3]=[CH:4][C:5]([F:11])=[C:6]([CH:10]=1)[C:7]([OH:9])=[O:8].O.[C:13]1(C)C=CC(S(O)(=O)=O)=CC=1. The catalyst is CO. The product is [CH3:13][O:8][C:7](=[O:9])[C:6]1[CH:10]=[C:2]([Br:1])[CH:3]=[CH:4][C:5]=1[F:11]. The yield is 0.920. (9) The reactants are [NH2:1][CH2:2][C:3]([OH:5])=O.C(N(CC)CC)C.[F:13][C:14]1[CH:19]=[CH:18][C:17]([N:20]=[C:21]=[S:22])=[CH:16][CH:15]=1.CCOC(C)=O.CCCCCC. The catalyst is ClCCl.Cl.CC(C)=O. The product is [F:13][C:14]1[CH:19]=[CH:18][C:17]([N:20]2[C:3](=[O:5])[CH2:2][NH:1][C:21]2=[S:22])=[CH:16][CH:15]=1. The yield is 0.200.